Dataset: Full USPTO retrosynthesis dataset with 1.9M reactions from patents (1976-2016). Task: Predict the reactants needed to synthesize the given product. (1) Given the product [F:9][C:6]1[CH:7]=[CH:8][C:3]([CH2:2][N:21]2[CH:22]=[C:17]([C:14]3[CH:13]=[CH:12][C:11]([F:10])=[CH:16][CH:15]=3)[C:18](=[O:28])[C:19]([C:23]([OH:25])=[O:24])=[CH:20]2)=[CH:4][CH:5]=1, predict the reactants needed to synthesize it. The reactants are: Br[CH2:2][C:3]1[CH:8]=[CH:7][C:6]([F:9])=[CH:5][CH:4]=1.[F:10][C:11]1[CH:16]=[CH:15][C:14]([C:17]2[C:18](=[O:28])[C:19]([C:23]([O:25]CC)=[O:24])=[CH:20][NH:21][CH:22]=2)=[CH:13][CH:12]=1.C(=O)([O-])[O-].[Cs+].[Cs+].[OH-].[Na+].Cl. (2) Given the product [OH:33][CH2:32][CH2:34][NH:35][CH:4]([CH3:5])[CH2:3][CH:2]([C:7]1[CH:8]=[CH:9][C:10]([NH:13][C:14](=[O:31])[CH:15]([NH:19][C:20](=[O:30])[CH2:21][C:22]2[CH:27]=[C:26]([F:28])[CH:25]=[C:24]([F:29])[CH:23]=2)[CH2:16][CH2:17][CH3:18])=[N:11][CH:12]=1)[CH3:1], predict the reactants needed to synthesize it. The reactants are: [CH3:1][CH:2]([C:7]1[CH:8]=[CH:9][C:10]([NH:13][C:14](=[O:31])[CH:15]([NH:19][C:20](=[O:30])[CH2:21][C:22]2[CH:27]=[C:26]([F:28])[CH:25]=[C:24]([F:29])[CH:23]=2)[CH2:16][CH2:17][CH3:18])=[N:11][CH:12]=1)[CH2:3][C:4](=O)[CH3:5].[CH2:32]([CH2:34][NH2:35])[OH:33].C([O-])(=O)C.[Na+].[BH3-]C#N.[Na+].